Dataset: Forward reaction prediction with 1.9M reactions from USPTO patents (1976-2016). Task: Predict the product of the given reaction. (1) Given the reactants Br[C:2]1[CH:3]=[CH:4][C:5]2[C:11]3[S:12][C:13]([C:15]4[N:16]([C:21]5[CH:26]=[CH:25][CH:24]=[CH:23][C:22]=5[Cl:27])[C:17]([NH2:20])=[N:18][N:19]=4)=[CH:14][C:10]=3[CH2:9][CH2:8][O:7][C:6]=2[CH:28]=1.CC1(C)C(C)(C)OB([C:37]2[CH:38]=[N:39][NH:40][CH:41]=2)O1, predict the reaction product. The product is: [NH:39]1[CH:38]=[C:37]([C:2]2[CH:3]=[CH:4][C:5]3[C:11]4[S:12][C:13]([C:15]5[N:16]([C:21]6[CH:26]=[CH:25][CH:24]=[CH:23][C:22]=6[Cl:27])[C:17]([NH2:20])=[N:18][N:19]=5)=[CH:14][C:10]=4[CH2:9][CH2:8][O:7][C:6]=3[CH:28]=2)[CH:41]=[N:40]1. (2) Given the reactants [Cl:1][C:2]1[C:3]([CH3:21])=[C:4]2[N:10]=[C:9]([C:11]3[CH:16]=[CH:15][C:14]([OH:17])=[C:13]([N+:18]([O-:20])=[O:19])[CH:12]=3)[NH:8][C:5]2=[N:6][CH:7]=1.Cl.Cl[CH2:24][CH2:25][N:26]1[CH2:31][CH2:30][O:29][CH2:28][CH2:27]1.[H-].[Na+], predict the reaction product. The product is: [Cl:1][C:2]1[C:3]([CH3:21])=[C:4]2[N:10]=[C:9]([C:11]3[CH:16]=[CH:15][C:14]([O:17][CH2:24][CH2:25][N:26]4[CH2:31][CH2:30][O:29][CH2:28][CH2:27]4)=[C:13]([N+:18]([O-:20])=[O:19])[CH:12]=3)[NH:8][C:5]2=[N:6][CH:7]=1. (3) Given the reactants C[B-](F)(F)[F:3].[K+].[CH3:7][Si:8]([C:11]#[N:12])([CH3:10])[CH3:9], predict the reaction product. The product is: [CH3:7][Si:8]([C:11]#[N:12])([CH3:10])[CH3:9].[CH3:7][Si:8]([CH3:11])([CH3:9])[F:3]. (4) Given the reactants [Cl:1][C:2]1[CH:8]=[C:7]([Cl:9])[CH:6]=[CH:5][C:3]=1[NH2:4].Cl[C:11]([O:13][CH2:14][CH3:15])=[O:12].Cl, predict the reaction product. The product is: [Cl:1][C:2]1[CH:8]=[C:7]([Cl:9])[CH:6]=[CH:5][C:3]=1[NH:4][C:11](=[O:12])[O:13][CH2:14][CH3:15]. (5) Given the reactants [CH3:1][S:2]([OH:5])(=[O:4])=[O:3].[F:6][C:7]1([F:58])[CH2:12][CH2:11][CH:10]([C:13]2[C:22]3[C@@H:21](O)[CH2:20][C:19]([CH3:25])([CH3:24])[CH2:18][C:17]=3[N:16]=[C:15]([CH:26]3[CH2:31][CH2:30][N:29]([C:32]4[N:37]=[CH:36][C:35]([O:38][CH2:39][C:40]([CH2:44][OH:45])([CH3:43])[CH2:41][OH:42])=[CH:34][N:33]=4)[CH2:28][CH2:27]3)[C:14]=2[C@@H:46]([F:57])[C:47]2[CH:52]=[CH:51][C:50]([C:53]([F:56])([F:55])[F:54])=[CH:49][CH:48]=2)[CH2:9][CH2:8]1, predict the reaction product. The product is: [CH3:1][S:2]([O:5][C@H:21]1[CH2:20][C:19]([CH3:24])([CH3:25])[CH2:18][C:17]2[N:16]=[C:15]([CH:26]3[CH2:27][CH2:28][N:29]([C:32]4[N:37]=[CH:36][C:35]([O:38][CH2:39][C:40]([CH2:41][OH:42])([CH3:43])[CH2:44][OH:45])=[CH:34][N:33]=4)[CH2:30][CH2:31]3)[C:14]([C@@H:46]([F:57])[C:47]3[CH:52]=[CH:51][C:50]([C:53]([F:55])([F:54])[F:56])=[CH:49][CH:48]=3)=[C:13]([CH:10]3[CH2:11][CH2:12][C:7]([F:6])([F:58])[CH2:8][CH2:9]3)[C:22]1=2)(=[O:4])=[O:3]. (6) Given the reactants [BH4-].[Na+].[Cl:3][C:4]1[CH:5]=[CH:6][C:7]2[CH2:13][CH2:12][C:11]3[CH:14]=[CH:15][CH:16]=[CH:17][C:10]=3[C:9](=[O:18])[C:8]=2[CH:19]=1, predict the reaction product. The product is: [Cl:3][C:4]1[CH:5]=[CH:6][C:7]2[CH2:13][CH2:12][C:11]3[CH:14]=[CH:15][CH:16]=[CH:17][C:10]=3[CH:9]([OH:18])[C:8]=2[CH:19]=1. (7) Given the reactants [C:1]1([CH2:7][CH2:8][C@H:9]([OH:12])[CH:10]=[CH2:11])[CH:6]=[CH:5][CH:4]=[CH:3][CH:2]=1.N1C=CN=C1.[C:18]([Si:22](Cl)([CH3:24])[CH3:23])([CH3:21])([CH3:20])[CH3:19], predict the reaction product. The product is: [C:18]([Si:22]([CH3:24])([CH3:23])[O:12][C@@H:9]([CH2:8][CH2:7][C:1]1[CH:6]=[CH:5][CH:4]=[CH:3][CH:2]=1)[CH:10]=[CH2:11])([CH3:21])([CH3:20])[CH3:19].